From a dataset of Full USPTO retrosynthesis dataset with 1.9M reactions from patents (1976-2016). Predict the reactants needed to synthesize the given product. (1) Given the product [OH2:17].[ClH:1].[NH2:2][C:3]1[C:8]([C:9]2[CH:10]=[CH:11][C:12]([NH:15][C:16]([C:18]3[C:23](=[O:24])[C:22]([C:25]4[CH:26]=[CH:27][C:28]([F:31])=[CH:29][CH:30]=4)=[CH:21][N:20]([CH2:32][C:33]([F:34])([F:35])[F:36])[CH:19]=3)=[O:17])=[CH:13][CH:14]=2)=[CH:7][C:6]([C:37]2[CH:42]=[CH:41][C:40]([O:43][CH3:44])=[C:39]([O:45][CH3:46])[CH:38]=2)=[CH:5][N:4]=1, predict the reactants needed to synthesize it. The reactants are: [ClH:1].[NH2:2][C:3]1[C:8]([C:9]2[CH:14]=[CH:13][C:12]([NH:15][C:16]([C:18]3[C:23](=[O:24])[C:22]([C:25]4[CH:30]=[CH:29][C:28]([F:31])=[CH:27][CH:26]=4)=[CH:21][N:20]([CH2:32][C:33]([F:36])([F:35])[F:34])[CH:19]=3)=[O:17])=[CH:11][CH:10]=2)=[CH:7][C:6]([C:37]2[CH:42]=[CH:41][C:40]([O:43][CH3:44])=[C:39]([O:45][CH3:46])[CH:38]=2)=[CH:5][N:4]=1. (2) Given the product [C:13]1([S:19]([N:22]2[CH:26]=[CH:25][C:24]([C:27]([F:30])([F:28])[F:29])=[C:23]2[C:31]([NH:1][C:2]2[CH:7]=[CH:6][CH:5]=[CH:4][C:3]=2[CH3:8])=[O:32])(=[O:20])=[O:21])[CH:14]=[CH:15][CH:16]=[CH:17][CH:18]=1, predict the reactants needed to synthesize it. The reactants are: [NH2:1][C:2]1[C:3]([CH3:8])=[CH:4][CH:5]=[CH:6][CH:7]=1.C[Al](C)C.[C:13]1([S:19]([N:22]2[CH:26]=[CH:25][C:24]([C:27]([F:30])([F:29])[F:28])=[C:23]2[C:31](OC)=[O:32])(=[O:21])=[O:20])[CH:18]=[CH:17][CH:16]=[CH:15][CH:14]=1.O.O.C(C(C(C([O-])=O)O)O)([O-])=O.[Na+].[Na+].